Dataset: Forward reaction prediction with 1.9M reactions from USPTO patents (1976-2016). Task: Predict the product of the given reaction. (1) The product is: [O:70]=[C:66]([C:63]1[CH:62]=[CH:61][C:60]([O:59][C:58]([F:71])([F:72])[F:57])=[CH:65][CH:64]=1)[CH:67]([C:74]1[CH:86]=[CH:85][C:77]([C:78]([O:80][C:81]([CH3:84])([CH3:83])[CH3:82])=[O:79])=[CH:76][CH:75]=1)[CH2:68][CH2:69][CH3:1]. Given the reactants [CH3:1]C([O-])(C)C.[Na+].CC1C=CC(P(C2C=CC3C(=CC=CC=3)C=2C2C3C(=CC=CC=3)C=CC=2P(C2C=CC(C)=CC=2)C2C=CC(C)=CC=2)C2C=CC(C)=CC=2)=CC=1.[F:57][C:58]([F:72])([F:71])[O:59][C:60]1[CH:65]=[CH:64][C:63]([C:66](=[O:70])[CH2:67][CH2:68][CH3:69])=[CH:62][CH:61]=1.Br[C:74]1[CH:86]=[CH:85][C:77]([C:78]([O:80][C:81]([CH3:84])([CH3:83])[CH3:82])=[O:79])=[CH:76][CH:75]=1, predict the reaction product. (2) Given the reactants [CH2:1]([N:8]1[CH:14]([CH3:15])[CH2:13][CH2:12][CH2:11][CH:10]([C:16](OC)=[O:17])[C:9]1=O)[C:2]1[CH:7]=[CH:6][CH:5]=[CH:4][CH:3]=1.[H-].[Al+3].[Li+].[H-].[H-].[H-], predict the reaction product. The product is: [CH2:1]([N:8]1[CH:14]([CH3:15])[CH2:13][CH2:12][CH2:11][CH:10]([CH2:16][OH:17])[CH2:9]1)[C:2]1[CH:7]=[CH:6][CH:5]=[CH:4][CH:3]=1. (3) Given the reactants O.O.Cl.[OH:4][C:5]1[NH:9][CH:8]=[N:7][C:6]=1[C:10]([NH2:12])=[O:11].Cl.C([O-])=O.[Na+], predict the reaction product. The product is: [OH:4][C:5]1[NH:9][CH:8]=[N:7][C:6]=1[C:10]([NH2:12])=[O:11]. (4) Given the reactants ClC1C=C(N[C@H](C2CC2)C(N[C@@H]2CCCN(C(OC(C)(C)C)=O)C2)=O)C=C(F)C=1.[Cl:30][C:31]1[CH:32]=[C:33]([NH:38][CH2:39][C:40]([NH:42][C@@H:43]2[CH2:48][CH2:47][CH2:46][N:45]([C:49](OC(C)(C)C)=O)[CH2:44]2)=[O:41])[CH:34]=[C:35]([Cl:37])[CH:36]=1.NC1C(C#N)=C(Cl)N=CN=1.ClC1[C:68]2[CH2:75][C:74](=[O:76])[NH:73][C:69]=2[N:70]=[CH:71][N:72]=1, predict the reaction product. The product is: [Cl:37][C:35]1[CH:34]=[C:33]([NH:38][CH2:39][C:40]([NH:42][C@@H:43]2[CH2:48][CH2:47][CH2:46][N:45]([C:49]3[C:68]4[CH2:75][C:74](=[O:76])[NH:73][C:69]=4[N:70]=[CH:71][N:72]=3)[CH2:44]2)=[O:41])[CH:32]=[C:31]([Cl:30])[CH:36]=1.